Dataset: Full USPTO retrosynthesis dataset with 1.9M reactions from patents (1976-2016). Task: Predict the reactants needed to synthesize the given product. (1) Given the product [C:17]([C:2]1[CH:7]=[C:6]([O:8][C:9]2[CH:15]=[CH:14][C:12]([NH2:13])=[C:11]([F:16])[CH:10]=2)[CH:5]=[CH:4][N:3]=1)#[CH:18], predict the reactants needed to synthesize it. The reactants are: Cl[C:2]1[CH:7]=[C:6]([O:8][C:9]2[CH:15]=[CH:14][C:12]([NH2:13])=[C:11]([F:16])[CH:10]=2)[CH:5]=[CH:4][N:3]=1.[C:17]([Si](C)(C)C)#[CH:18].O.C([O-])([O-])=O.[K+].[K+]. (2) The reactants are: O1[CH:5]=[N:4][N:3]=[C:2]1[C:6]1[CH:7]=[C:8]([NH:12][C:13]([C:15]2[CH:20]=[C:19]([C:21]3[CH:22]=[N:23][CH:24]=[CH:25][CH:26]=3)[CH:18]=[CH:17][N:16]=2)=[O:14])[CH:9]=[CH:10][CH:11]=1.[NH2:27][C@H:28]([CH3:31])[CH2:29][OH:30].FC(F)(F)C(O)=O. Given the product [OH:30][CH2:29][C@H:28]([N:27]1[CH:5]=[N:4][N:3]=[C:2]1[C:6]1[CH:7]=[C:8]([NH:12][C:13]([C:15]2[CH:20]=[C:19]([C:21]3[CH:22]=[N:23][CH:24]=[CH:25][CH:26]=3)[CH:18]=[CH:17][N:16]=2)=[O:14])[CH:9]=[CH:10][CH:11]=1)[CH3:31], predict the reactants needed to synthesize it. (3) Given the product [Cl:39][C:38]1[C:30]2[N:29]=[C:12]([C:10]3[N:9]([C:15]4[C:20]([Cl:21])=[CH:19][CH:18]=[CH:17][N:16]=4)[N:8]=[C:7]([Cl:6])[CH:11]=3)[O:14][C:32](=[O:33])[C:31]=2[CH:35]=[C:36]([I:40])[CH:37]=1, predict the reactants needed to synthesize it. The reactants are: CS(Cl)(=O)=O.[Cl:6][C:7]1[CH:11]=[C:10]([C:12]([OH:14])=O)[N:9]([C:15]2[C:20]([Cl:21])=[CH:19][CH:18]=[CH:17][N:16]=2)[N:8]=1.C(N(CC)CC)C.[NH2:29][C:30]1[C:38]([Cl:39])=[CH:37][C:36]([I:40])=[CH:35][C:31]=1[C:32](O)=[O:33]. (4) Given the product [CH3:29][N:24]1[C:25]([C:26](=[O:27])[NH:15][C:12]2[CH:13]=[CH:14][N:9]3[N:8]=[C:7]([C:3]4[CH:2]=[N:1][CH:6]=[CH:5][CH:4]=4)[N:16]=[C:10]3[CH:11]=2)=[C:21]([C:19]([O:18][CH3:17])=[O:20])[CH:22]=[N:23]1, predict the reactants needed to synthesize it. The reactants are: [N:1]1[CH:6]=[CH:5][CH:4]=[C:3]([C:7]2[N:16]=[C:10]3[CH:11]=[C:12]([NH2:15])[CH:13]=[CH:14][N:9]3[N:8]=2)[CH:2]=1.[CH3:17][O:18][C:19]([C:21]1[CH:22]=[N:23][N:24]([CH3:29])[C:25]=1[C:26](O)=[O:27])=[O:20].CCCP(=O)=O.C(N(CC)C(C)C)(C)C. (5) The reactants are: C([O:8][C:9]1[CH:10]=[C:11]([CH:20]([OH:36])[CH2:21][NH:22][C:23]([CH3:35])([CH3:34])[CH2:24][C:25]2[CH:30]=[CH:29][C:28]([O:31][CH2:32][CH3:33])=[CH:27][CH:26]=2)[C:12]2[O:17][CH2:16][C:15](=[O:18])[NH:14][C:13]=2[CH:19]=1)C1C=CC=CC=1. Given the product [CH2:32]([O:31][C:28]1[CH:29]=[CH:30][C:25]([CH2:24][C:23]([NH:22][CH2:21][CH:20]([C:11]2[C:12]3[O:17][CH2:16][C:15](=[O:18])[NH:14][C:13]=3[CH:19]=[C:9]([OH:8])[CH:10]=2)[OH:36])([CH3:35])[CH3:34])=[CH:26][CH:27]=1)[CH3:33], predict the reactants needed to synthesize it. (6) Given the product [OH:20][C:8]12[C:9](=[O:19])[C:10]3[C:15](=[CH:14][CH:13]=[CH:12][C:11]=3[N+:16]([O-:18])=[O:17])[C:4]1([O:3][CH3:28])[O:5][C:6]1[CH:24]=[C:23]([CH:25]([CH3:27])[CH3:26])[CH:22]=[CH:21][C:7]=12, predict the reactants needed to synthesize it. The reactants are: Cl.O.[OH:3][C:4]12[C:15]3[C:10](=[C:11]([N+:16]([O-:18])=[O:17])[CH:12]=[CH:13][CH:14]=3)[C:9](=[O:19])[C:8]1([OH:20])[C:7]1[CH:21]=[CH:22][C:23]([CH:25]([CH3:27])[CH3:26])=[CH:24][C:6]=1[O:5]2.[CH2:28](O)C.